From a dataset of Forward reaction prediction with 1.9M reactions from USPTO patents (1976-2016). Predict the product of the given reaction. (1) Given the reactants [O:1]=[C:2]1[CH2:11][CH2:10][C:9]2[C:4](=[CH:5][CH:6]=[C:7]([O:12][CH2:13][C:14]([OH:16])=O)[CH:8]=2)[NH:3]1.C1C=CC2N(O)N=NC=2C=1.C(Cl)CCl.CCN(C(C)C)C(C)C.[Cl:40][C:41]1[CH:42]=[C:43]([NH:48]/[C:49](/[NH2:52])=[N:50]/O)[CH:44]=[CH:45][C:46]=1[Cl:47].S([O-])([O-])(=O)=O.[Na+].[Na+], predict the reaction product. The product is: [Cl:40][C:41]1[CH:42]=[C:43]([NH:48][C:49]2[N:52]=[C:14]([CH2:13][O:12][C:7]3[CH:8]=[C:9]4[C:4](=[CH:5][CH:6]=3)[NH:3][C:2](=[O:1])[CH2:11][CH2:10]4)[O:16][N:50]=2)[CH:44]=[CH:45][C:46]=1[Cl:47]. (2) The product is: [CH2:23]([O:22][C:20]([C:15]1[N:16]([CH:26]([CH3:28])[CH3:27])[C:17]2[C:13]([CH:14]=1)=[CH:12][C:11]([C:9]([N:5]1[CH2:6][CH2:7][CH2:8][CH:3]([N:2]([CH3:25])[CH3:1])[CH2:4]1)=[O:10])=[CH:19][CH:18]=2)=[O:21])[CH3:24]. Given the reactants [CH3:1][N:2]([CH3:25])[CH:3]1[CH2:8][CH2:7][CH2:6][N:5]([C:9]([C:11]2[CH:12]=[C:13]3[C:17](=[CH:18][CH:19]=2)[NH:16][C:15]([C:20]([O:22][CH2:23][CH3:24])=[O:21])=[CH:14]3)=[O:10])[CH2:4]1.[CH:26](CS([O-])(=O)=O)([CH3:28])[CH3:27].C(=O)([O-])[O-].[Cs+].[Cs+], predict the reaction product. (3) Given the reactants [CH:1]1[C:13]2[CH:12]([CH2:14][O:15][C:16]([NH:18][CH:19]([C:24](=O)[CH3:25])[C:20](OC)=[O:21])=[O:17])[C:11]3[C:6](=[CH:7][CH:8]=[CH:9][CH:10]=3)[C:5]=2[CH:4]=[CH:3][CH:2]=1.Cl.[CH:28]([NH:31][NH2:32])([CH3:30])[CH3:29], predict the reaction product. The product is: [CH:28]([N:31]1[C:20](=[O:21])[C:19]([NH:18][C:16](=[O:17])[O:15][CH2:14][CH:12]2[C:11]3[CH:10]=[CH:9][CH:8]=[CH:7][C:6]=3[C:5]3[C:13]2=[CH:1][CH:2]=[CH:3][CH:4]=3)=[C:24]([CH3:25])[NH:32]1)([CH3:30])[CH3:29]. (4) Given the reactants C(O[C:4]1[CH:5]=C(C=C[C:11]=1C)C=O)C.[OH:13][C:14]1[CH:15]=[C:16]([CH:19]=[CH:20][C:21]=1[O:22][CH3:23])[CH:17]=[O:18].C([O-])([O-])=O.[K+].[K+], predict the reaction product. The product is: [CH2:5]([O:13][C:14]1[CH:15]=[C:16]([CH:19]=[CH:20][C:21]=1[O:22][CH3:23])[CH:17]=[O:18])[CH:4]=[CH2:11].